This data is from Reaction yield outcomes from USPTO patents with 853,638 reactions. The task is: Predict the reaction yield, written as a fraction of the theoretical maximum amount of product (1.0 means a 100% yield; for example, 0.34 means a 34% yield). The reactants are [CH2:1]([N:3]1[CH:7]=[C:6]([C:8]2[C:13]3[C:14](=[O:17])[NH:15][CH2:16][C:12]=3[CH:11]=[C:10]([NH:18][C@@H:19]3[CH2:24][CH2:23][CH2:22][CH2:21][C@@H:20]3[NH:25]C(=O)OC(C)(C)C)[N:9]=2)[CH:5]=[N:4]1)[CH3:2].[B-](F)(F)(F)[F:34].[B-](F)(F)(F)F.C1[N+]2(CCl)CC[N+](F)(CC2)C1. The catalyst is C(Cl)Cl. The product is [NH2:25][C@H:20]1[CH2:21][CH2:22][CH2:23][CH2:24][C@H:19]1[NH:18][C:10]1[N:9]=[C:8]([C:6]2[CH:5]=[N:4][N:3]([CH2:1][CH3:2])[CH:7]=2)[C:13]2[C:14](=[O:17])[NH:15][CH2:16][C:12]=2[C:11]=1[F:34]. The yield is 0.280.